Regression. Given a target protein amino acid sequence and a drug SMILES string, predict the binding affinity score between them. We predict pKi (pKi = -log10(Ki in M); higher means stronger inhibition). Dataset: bindingdb_ki. From a dataset of Drug-target binding data from BindingDB using Ki measurements. (1) The compound is CCCCSc1nc2c(N)ncnc2n1C1O[C@H](COP(=O)(O)OP(=O)(O)OP(=O)(O)O)[C@@H](O)[C@H]1O. The target protein (O18956) has sequence MEDRRESELKVFCSKNILSILGFSCIIAVIALLALGLTQNKALPENVKFGIVLDAGSSHTSLYIYRWPAEKENDTGVVTQIEESNVKGPGISGFAKKVNEINVYLTACMERAQKVIPSIQHMETPVYLGATAGMRLLRMENKQMADKILAAVASSISEYPFDFQGARIISGQEEGAYGWITVNYLLGKFTQKLSWFNLKPSKDDTQETYGALDLGGASTQITFVPQNETTESPNNNLYFRLYGKNYSVYTHSFLCYGKDQALLQKLALGLQGTNGIIHEPCFHSRYMRKIKMSVLNEGFCTKRHELNSSFYPLVDIEIRGAGNFQRCRQSIIQLFNTSYCPYSSCSFNGVFLPPLHGQFGAFSAFYYVMEFLNLTSEESVSVEQLTEKLEEFCAQRWEEVQKNFGEVKEKYLSEYCFSGTYILVLLLNGYHFTAESWKNIHFMNKVRSTDVGWTLGYMLNLTNKIPAEEPMSPPLPHSTYVFLMVLFSLILLAVIIVGIV.... The pKi is 5.0. (2) The compound is CC[C@H](C)[C@H](NC(=O)[C@H](Cc1ccc(O)cc1)NC(=O)[C@H](Cc1cnc[nH]1)NC(=O)[C@H](CCCNC(=N)N)NC(=O)[C@H](CC(C)C)NC(=O)[C@H](C)NC(=O)[C@H](CO)NC(=O)[C@H](Cc1ccc(O)cc1)NC(=O)[C@H](Cc1ccc(O)cc1)NC(=O)[C@H](CCCNC(=N)N)NC(=O)[C@H](C)NC(=O)[C@H](CC(C)C)NC(=O)[C@H](CC(=O)O)NC(=O)[C@H](CCC(=O)O)NC(=O)[C@H](C)NC(=O)[C@@H]1CCCN1C(=O)[C@H](C)NC(=O)[C@H](CC(=O)O)NC(=O)[C@H](CCC(=O)O)NC(=O)CNC(=O)[C@@H]1CCCN1C(=O)[C@H](CC(N)=O)NC(=O)[C@H](CC(=O)O)NC(=O)[C@@H]1CCCN1C(=O)[C@H](CCCCN)NC(=O)[C@H](CO)NC(=O)[C@@H]1CCCN1)C(=O)N[C@@H](CC(N)=O)C(=O)N[C@@H](CC(C)C)C(=O)N[C@H](C(=O)N[C@H](C(=O)N[C@@H](CCCNC(=N)N)C(=O)N[C@@H](CCC(N)=O)C(=O)N[C@@H](CCCNC(=N)N)C(=O)N[C@@H](Cc1ccc(O)cc1)C(N)=O)[C@@H](C)O)[C@@H](C)CC. The target protein sequence is MNASVLDPLGNNSSHLNFSEKNSQILQFEDEDCHVPLAMVFTLALAYGTVIILGVSGNLALIVIILKQKEMRNVTNILIVNLSFSDLLVTIMCLPFTFVYTLMDHWIFGEAMCKLNPFVQCASITVSVFSLVLIAIERHQLIINPRGWRPNNRHAYMGIAAIWVLATASSLPFLIYHVLTDEPFRNITFDEYKDKYVCLDLFPLDTARLSYTTTLLVIQYFGPLCFIFICYLKIYFRLKKRSNMMDKMRDSKYRSSETKRINIMLISIVVAFAVCWLPLTIFNIVFDWNHEILPVATCSHNLLFLICHLTAMISTCVNPIFYGFLNKNFQRDLQFLFHFCHFRSREEDYETIAMSTMHTDVSKTSLKQASPVAFKKINSDDDDKI. The pKi is 7.6. (3) The small molecule is Fc1cccnc1N1CCNCC1. The target protein sequence is MAYWYFGQVWCGVYLALDVLFCTSSIVHLCAISLDRYWSVTQAVEYNLKRTPRRVKATIVAVWLISAVISFPPLVSFYRRSDGAAYPQCGLNDETWYILSSCIGSFFAPCLIMGLVYARIYRFFLSRRRRARSSVCRRKVAQAREKRFTFVLAVVMGVFVLCWFPFFFSYSLYGICREACQLPEPLFKFFFWIGYCKSSLNPVIYTVFNQDFRRSFKHILFRRRRRGFRQ. The pKi is 7.7. (4) The small molecule is COc1cc(/C=C/c2cccc3c2ccn3CCCCn2ccnc2)cc(OC)c1. The target protein (O35084) has sequence MTQAVKLASRVFHRIHLPLQLDASLGSRGSESVLRSLSDIPGPSTLSFLAELFCKGGLSRLHELQVHGAARYGPIWSGSFGTLRTVYVADPTLVEQLLRQESHCPERCSFSSWAEHRRRHQRACGLLTADGEEWQRLRSLLAPLLLRPQAAAGYAGTLDNVVRDLVRRLRRQRGRGSGLPGLVLDVAGEFYKFGLESIGAVLLGSRLGCLEAEVPPDTETFIHAVGSVFVSTLLTMAMPNWLHHLIPGPWARLCRDWDQMFAFAQRHVELREGEAAMRNQGKPEEDMPSGHHLTHFLFREKVSVQSIVGNVTELLLAGVDTVSNTLSWTLYELSRHPDVQTALHSEITAGTRGSCAHPHGTALSQLPLLKAVIKEVLRLYPVVPGNSRVPDRDIRVGNYVIPQDTLVSLCHYATSRDPTQFPDPNSFNPARWLGEGPTPHPFASLPFGFGKRSCIGRRLAELELQMALSQILTHFEVLPEPGALPIKPMTRTVLVPERSI.... The pKi is 7.8. (5) The compound is CC(C)C1NC(=O)C(CCCCN)NC(=O)C(Cc2c[nH]c3ccccc23)NC(=O)C(Cc2ccc(O)cc2)NC(=O)C(C)N(C)C(=O)C(Cc2ccccc2)NC1=O. The target protein (P30938) has sequence MEPLSLASTPSWNASAASSGNHNWSLVGSASPMGARAVLVPVLYLLVCTVGLSGNTLVIYVVLRHAKMKTVTNVYILNLAVADVLFMLGLPFLATQNAVVSYWPFGSFLCRLVMTLDGINQFTSIFCLMVMSVDRYLAVVHPLRSARWRRPRVAKMASAAVWVFSLLMSLPLLVFADVQEGWGTCNLSWPEPVGLWGAAFITYTSVLGFFGPLLVICLCYLLIVVKVKAAGMRVGSSRRRRSEPKVTRMVVVVVLVFVGCWLPFFIVNIVNLAFTLPEEPTSAGLYFFVVVLSYANSCANPLLYGFLSDNFRQSFRKVLCLRRGYGMEDADAIEPRPDKSGRPQATLPTRSCEANGLMQTSRI. The pKi is 7.1.